From a dataset of CYP2C19 inhibition data for predicting drug metabolism from PubChem BioAssay. Regression/Classification. Given a drug SMILES string, predict its absorption, distribution, metabolism, or excretion properties. Task type varies by dataset: regression for continuous measurements (e.g., permeability, clearance, half-life) or binary classification for categorical outcomes (e.g., BBB penetration, CYP inhibition). Dataset: cyp2c19_veith. (1) The drug is Cc1n[nH]c(=O)nc1NCc1ccccc1Cl. The result is 1 (inhibitor). (2) The molecule is O=c1nc2ccccc2c2n1C[C@H](CN1CCN(c3ccccc3)CC1)N2. The result is 0 (non-inhibitor). (3) The result is 0 (non-inhibitor). The drug is Cc1cccc(CNc2ncnc3ccc(-c4ccccc4C#N)cc23)c1. (4) The result is 1 (inhibitor). The molecule is CC1=C(C(=O)O)N2C(=O)C(NC(=O)c3ccn(C)n3)C2SC1. (5) The drug is CO[C@@H]1COC(=O)[C@H](C)NC(=O)C/C=C\[C@@H](C)[C@H](OC)COC(=O)C/C=C\[C@@H]1C. The result is 0 (non-inhibitor). (6) The result is 0 (non-inhibitor). The drug is COc1ccc(NC(=O)N2CC3(CCN(S(=O)(=O)c4ccccc4)CC3)C2)cc1. (7) The molecule is N#CCCN. The result is 0 (non-inhibitor). (8) The compound is COC(=O)[C@@H]1CC[C@H](C)[C@@H](c2ccc(C)cc2)N1C(=O)c1ccc(/C=N\O[C@@H](C)CN2CCCc3nc(C)c(C)cc32)cc1. The result is 0 (non-inhibitor). (9) The drug is N[C@@H](C(=O)O)c1ccc(C(=O)O)c(O)c1. The result is 0 (non-inhibitor).